This data is from Full USPTO retrosynthesis dataset with 1.9M reactions from patents (1976-2016). The task is: Predict the reactants needed to synthesize the given product. (1) Given the product [Cl:32][CH2:15][CH2:14][C:11]1[CH:12]=[CH:13][C:8]([C:5]([C:7]2[O:21][CH2:20][C:19]([CH3:23])([CH3:22])[N:18]=2)([CH3:6])[CH3:4])=[CH:9][CH:10]=1, predict the reactants needed to synthesize it. The reactants are: C(O[C:4](=O)[C:5]([C:8]1[CH:13]=[CH:12][C:11]([CH2:14][CH2:15]O)=[CH:10][CH:9]=1)([CH3:7])[CH3:6])C.[NH2:18][C:19]([CH3:23])([CH3:22])[CH2:20][OH:21].CC(C)([O-])C.[K+].S(Cl)([Cl:32])=O.[OH-].[Na+]. (2) Given the product [OH:18][CH:17]([C:19]1[CH:24]=[CH:23][CH:22]=[CH:21][CH:20]=1)[CH:16]([N:15]1[CH2:9][CH2:10][CH2:11][C:12]1=[O:13])[C:25]1[CH:30]=[CH:29][CH:28]=[CH:27][N:26]=1, predict the reactants needed to synthesize it. The reactants are: C(N(CC)CC)C.Cl[CH2:9][CH2:10][CH2:11][C:12](Cl)=[O:13].[NH2:15][CH:16]([C:25]1[CH:30]=[CH:29][CH:28]=[CH:27][N:26]=1)[CH:17]([C:19]1[CH:24]=[CH:23][CH:22]=[CH:21][CH:20]=1)[OH:18].[OH-].[Na+]. (3) Given the product [CH3:35][N:36]1[CH:40]=[C:39]([S:41]([N:23]2[CH2:24][CH2:25][CH:20]([C:11]3[C:10]4[C:14](=[C:15]([C:17]([NH2:19])=[O:18])[CH:16]=[C:8]([C:2]5[CH:3]=[CH:4][CH:5]=[CH:6][CH:7]=5)[CH:9]=4)[NH:13][N:12]=3)[CH2:21][CH2:22]2)(=[O:43])=[O:42])[N:38]=[C:37]1[CH3:45], predict the reactants needed to synthesize it. The reactants are: Cl.[C:2]1([C:8]2[CH:9]=[C:10]3[C:14](=[C:15]([C:17]([NH2:19])=[O:18])[CH:16]=2)[NH:13][N:12]=[C:11]3[CH:20]2[CH2:25][CH2:24][NH:23][CH2:22][CH2:21]2)[CH:7]=[CH:6][CH:5]=[CH:4][CH:3]=1.C(N(C(C)C)CC)(C)C.[CH3:35][N:36]1[CH:40]=[C:39]([S:41](Cl)(=[O:43])=[O:42])[N:38]=[C:37]1[CH3:45]. (4) Given the product [Br:1][C:2]1[CH:7]=[C:6]([C:8](=[O:11])[CH2:9][CH3:10])[C:5]([O:12][CH:26]([CH3:27])[C:25]([O:24][CH3:23])=[O:29])=[C:4]([N+:13]([O-:15])=[O:14])[CH:3]=1, predict the reactants needed to synthesize it. The reactants are: [Br:1][C:2]1[CH:3]=[C:4]([N+:13]([O-:15])=[O:14])[C:5]([OH:12])=[C:6]([C:8](=[O:11])[CH2:9][CH3:10])[CH:7]=1.C1(O)C=CC=CC=1.[CH3:23][O:24][C:25](=[O:29])[CH:26](Br)[CH3:27]. (5) Given the product [F:33][C:2]([F:1])([F:32])[C:3]1[CH:4]=[CH:5][C:6]([CH2:7][O:8][N:9]=[C:10]([C:12]2[O:16][C:15]([N:17]([CH2:24][C:25]([OH:27])=[O:26])[CH2:18][C:19]([OH:21])=[O:20])=[N:14][CH:13]=2)[CH3:11])=[CH:30][CH:31]=1, predict the reactants needed to synthesize it. The reactants are: [F:1][C:2]([F:33])([F:32])[C:3]1[CH:31]=[CH:30][C:6]([CH2:7][O:8][N:9]=[C:10]([C:12]2[O:16][C:15]([N:17]([CH2:24][C:25]([O:27]CC)=[O:26])[CH2:18][C:19]([O:21]CC)=[O:20])=[N:14][CH:13]=2)[CH3:11])=[CH:5][CH:4]=1.CO.O.[OH-].[Li+]. (6) Given the product [Cl:19][CH2:20][C:21]([NH:6][C:5]1[CH:7]=[CH:8][C:2]([CH3:1])=[C:3]([N+:9]([O-:11])=[O:10])[CH:4]=1)=[O:22], predict the reactants needed to synthesize it. The reactants are: [CH3:1][C:2]1[CH:8]=[CH:7][C:5]([NH2:6])=[CH:4][C:3]=1[N+:9]([O-:11])=[O:10].C(N(CC)CC)C.[Cl:19][CH2:20][C:21](Cl)=[O:22]. (7) Given the product [C:1]1([C:20]2[CH:21]=[CH:22][CH:23]=[CH:24][CH:25]=2)[CH:2]=[CH:3][C:4]([C@@H:7]2[CH2:12][CH2:11][N:10]([CH3:30])[CH2:9][C@H:8]2[NH:13][S:14]([CH:17]([CH3:19])[CH3:18])(=[O:16])=[O:15])=[CH:5][CH:6]=1, predict the reactants needed to synthesize it. The reactants are: [C:1]1([C:20]2[CH:25]=[CH:24][CH:23]=[CH:22][CH:21]=2)[CH:6]=[CH:5][C:4]([C@@H:7]2[CH2:12][CH2:11][NH:10][CH2:9][C@H:8]2[NH:13][S:14]([CH:17]([CH3:19])[CH3:18])(=[O:16])=[O:15])=[CH:3][CH:2]=1.C=O.[BH-](OC(C)=O)(OC(C)=O)O[C:30](C)=O.[Na+].